Dataset: Full USPTO retrosynthesis dataset with 1.9M reactions from patents (1976-2016). Task: Predict the reactants needed to synthesize the given product. (1) Given the product [Si:22]([O:29][CH2:30][CH2:31][N:32]1[C:40]2[CH2:39][CH2:38][CH2:37][CH:36]([NH:41][C:19](=[O:20])[CH2:18][C@@H:3]3[C:2](=[O:1])[NH:7][CH2:6][CH2:5][N:4]3[S:8]([C:11]3[CH:12]=[CH:13][C:14]([CH3:15])=[CH:16][CH:17]=3)(=[O:10])=[O:9])[C:35]=2[CH:34]=[N:33]1)([C:25]([CH3:28])([CH3:26])[CH3:27])([CH3:24])[CH3:23], predict the reactants needed to synthesize it. The reactants are: [O:1]=[C:2]1[NH:7][CH2:6][CH2:5][N:4]([S:8]([C:11]2[CH:17]=[CH:16][C:14]([CH3:15])=[CH:13][CH:12]=2)(=[O:10])=[O:9])[C@@H:3]1[CH2:18][C:19](O)=[O:20].[Si:22]([O:29][CH2:30][CH2:31][N:32]1[C:40]2[CH2:39][CH2:38][CH2:37][CH:36]([NH2:41])[C:35]=2[CH:34]=[N:33]1)([C:25]([CH3:28])([CH3:27])[CH3:26])([CH3:24])[CH3:23].C1C=CC2N(O)N=NC=2C=1.CCN=C=NCCCN(C)C. (2) Given the product [Cl:8][C:5]1[CH:6]=[CH:7][C:2]2[NH:1][C:20](=[O:27])[C@@H:21]([CH2:23][C:24]([OH:26])=[O:25])[S:22][C@H:9]([C:11]3[CH:16]=[CH:15][CH:14]=[C:13]([O:17][CH3:18])[C:12]=3[CH3:19])[C:3]=2[CH:4]=1, predict the reactants needed to synthesize it. The reactants are: [NH2:1][C:2]1[CH:7]=[CH:6][C:5]([Cl:8])=[CH:4][C:3]=1[CH:9]([C:11]1[CH:16]=[CH:15][CH:14]=[C:13]([O:17][CH3:18])[C:12]=1[CH3:19])O.[C:20](O)(=[O:27])[CH:21]([CH2:23][C:24]([OH:26])=[O:25])[SH:22].[OH-].[Na+].O.[OH-].[Li+]. (3) Given the product [Si:11]([O:18][CH2:19][C:20]1[N:25]=[C:24]([N:26]([CH3:27])[C:34]2[CH:33]=[CH:32][N:31]=[C:30]([Cl:29])[N:35]=2)[C:23]([CH3:28])=[CH:22][CH:21]=1)([C:14]([CH3:17])([CH3:16])[CH3:15])([CH3:12])[CH3:13], predict the reactants needed to synthesize it. The reactants are: C[Si]([N-][Si](C)(C)C)(C)C.[Na+].[Si:11]([O:18][CH2:19][C:20]1[N:25]=[C:24]([NH:26][CH3:27])[C:23]([CH3:28])=[CH:22][CH:21]=1)([C:14]([CH3:17])([CH3:16])[CH3:15])([CH3:13])[CH3:12].[Cl:29][C:30]1[N:35]=[C:34](Cl)[CH:33]=[CH:32][N:31]=1. (4) Given the product [Cl:1][C:2]1[CH:3]=[CH:4][C:5]([N:8]2[C:12]([NH:13][C:22](=[O:23])[O:24][C:25]3[CH:30]=[CH:29][CH:28]=[CH:27][CH:26]=3)=[CH:11][C:10]([CH3:14])=[N:9]2)=[CH:6][CH:7]=1, predict the reactants needed to synthesize it. The reactants are: [Cl:1][C:2]1[CH:7]=[CH:6][C:5]([N:8]2[C:12]([NH2:13])=[CH:11][C:10]([CH3:14])=[N:9]2)=[CH:4][CH:3]=1.N1C=CC=CC=1.Cl[C:22]([O:24][C:25]1[CH:30]=[CH:29][CH:28]=[CH:27][CH:26]=1)=[O:23]. (5) Given the product [Br:1][C:2]1[C:3]2[CH:12]=[C:11]([C:13]([NH2:17])=[O:15])[S:10][C:4]=2[C:5](=[O:9])[N:6]([CH3:8])[CH:7]=1, predict the reactants needed to synthesize it. The reactants are: [Br:1][C:2]1[C:3]2[CH:12]=[C:11]([C:13]([O:15]C)=O)[S:10][C:4]=2[C:5](=[O:9])[N:6]([CH3:8])[CH:7]=1.[NH3:17]. (6) The reactants are: [NH:1]1[C:5]2=[N:6][CH:7]=[C:8]([NH2:10])[CH:9]=[C:4]2[CH:3]=[CH:2]1.[Cl:11][C:12]1[C:20]([NH:21][S:22]([CH2:25][CH2:26][CH3:27])(=[O:24])=[O:23])=[CH:19][CH:18]=[C:17]([Cl:28])[C:13]=1[C:14](O)=[O:15].Cl.CN(C)CCCN=C=NCC.ON1C2C=CC=CC=2N=N1. Given the product [Cl:11][C:12]1[C:20]([NH:21][S:22]([CH2:25][CH2:26][CH3:27])(=[O:23])=[O:24])=[CH:19][CH:18]=[C:17]([Cl:28])[C:13]=1[C:14]([NH:10][C:8]1[CH:9]=[C:4]2[CH:3]=[CH:2][NH:1][C:5]2=[N:6][CH:7]=1)=[O:15], predict the reactants needed to synthesize it. (7) Given the product [CH3:1][C:2]1[CH:10]=[CH:9][C:5]([C:6]([O:8][CH2:15][CH3:16])=[O:7])=[CH:4][C:3]=1[N+:11]([O-:13])=[O:12], predict the reactants needed to synthesize it. The reactants are: [CH3:1][C:2]1[CH:10]=[CH:9][C:5]([C:6]([OH:8])=[O:7])=[CH:4][C:3]=1[N+:11]([O-:13])=[O:12].Cl.[CH3:15][CH2:16]O. (8) Given the product [CH2:24]([N:6]1[C:7](=[O:23])[C:8]([C:11]2[NH:16][C:15]3[CH:17]=[CH:18][CH:19]=[CH:20][C:14]=3[S:13](=[O:21])(=[O:22])[N:12]=2)=[C:9]([OH:10])[C:4]2[S:3][CH:2]=[N:31][C:5]1=2)[C:25]1[CH:26]=[CH:27][CH:28]=[CH:29][CH:30]=1, predict the reactants needed to synthesize it. The reactants are: N[C:2]1[S:3][C:4]2[C:9]([OH:10])=[C:8]([C:11]3[NH:16][C:15]4[CH:17]=[CH:18][CH:19]=[CH:20][C:14]=4[S:13](=[O:22])(=[O:21])[N:12]=3)[C:7](=[O:23])[N:6]([CH2:24][C:25]3[CH:30]=[CH:29][CH:28]=[CH:27][CH:26]=3)[C:5]=2[N:31]=1.N(OC(C)(C)C)=O.